The task is: Predict the product of the given reaction.. This data is from Forward reaction prediction with 1.9M reactions from USPTO patents (1976-2016). (1) Given the reactants [F:1][C:2]([F:11])([F:10])[CH:3]1[CH2:8][CH2:7][C:6](=O)[CH2:5][CH2:4]1.[C:12]1([OH:18])[CH:17]=[CH:16][CH:15]=[CH:14][CH:13]=1, predict the reaction product. The product is: [F:1][C:2]([F:11])([F:10])[CH:3]1[CH2:8][CH2:7][C:6]([C:15]2[CH:16]=[CH:17][C:12]([OH:18])=[CH:13][CH:14]=2)([C:15]2[CH:16]=[CH:17][C:12]([OH:18])=[CH:13][CH:14]=2)[CH2:5][CH2:4]1. (2) The product is: [Cl-:1].[Cl-:1].[CH2:3]([Al+2:5])[CH3:4].[ClH:1].[Cl:1][C:3]([Cl:2])=[CH2:4]. Given the reactants [Cl-:1].[Cl-:2].[CH2:3]([Al+2:5])[CH3:4].Cl, predict the reaction product.